From a dataset of Full USPTO retrosynthesis dataset with 1.9M reactions from patents (1976-2016). Predict the reactants needed to synthesize the given product. (1) The reactants are: Br[C:2]1[N:3]=[N:4][C:5]([CH3:8])=[CH:6][CH:7]=1.CC(C)([O-])C.[Na+].C1COCC1.Cl.Cl.[NH2:22][CH2:23][CH2:24][NH:25][C@:26]12[CH2:61][CH2:60][C@@H:59]([C:62]([CH3:64])=[CH2:63])[C@@H:27]1[C@@H:28]1[C@@:41]([CH3:44])([CH2:42][CH2:43]2)[C@@:40]2([CH3:45])[C@@H:31]([C@:32]3([CH3:58])[C@@H:37]([CH2:38][CH2:39]2)[C:36]([CH3:47])([CH3:46])[C:35]([C:48]2[CH:57]=[CH:56][C:51]([C:52]([O:54]C)=[O:53])=[CH:50][CH:49]=2)=[CH:34][CH2:33]3)[CH2:30][CH2:29]1.C(O)(C(F)(F)F)=O. Given the product [CH3:44][C@:41]12[C@@:40]3([CH3:45])[C@@H:31]([C@:32]4([CH3:58])[C@@H:37]([CH2:38][CH2:39]3)[C:36]([CH3:46])([CH3:47])[C:35]([C:48]3[CH:57]=[CH:56][C:51]([C:52]([OH:54])=[O:53])=[CH:50][CH:49]=3)=[CH:34][CH2:33]4)[CH2:30][CH2:29][C@@H:28]1[C@H:27]1[C@H:59]([C:62]([CH3:64])=[CH2:63])[CH2:60][CH2:61][C@:26]1([NH:25][CH2:24][CH2:23][NH:22][C:2]1[N:3]=[N:4][C:5]([CH3:8])=[CH:6][CH:7]=1)[CH2:43][CH2:42]2, predict the reactants needed to synthesize it. (2) The reactants are: [O:1]=[S:2]1(=[O:29])[C:6]2[CH:7]=[CH:8][C:9]([N:11]3[C:15](=[O:16])[CH2:14][C:13]4([CH2:21][CH2:20][N:19]([C:22]([O:24][C:25]([CH3:28])([CH3:27])[CH3:26])=[O:23])[CH2:18][CH2:17]4)[CH2:12]3)=[CH:10][C:5]=2[CH:4]=[CH:3]1. Given the product [O:29]=[S:2]1(=[O:1])[C:6]2[CH:7]=[CH:8][C:9]([N:11]3[C:15](=[O:16])[CH2:14][C:13]4([CH2:21][CH2:20][N:19]([C:22]([O:24][C:25]([CH3:27])([CH3:26])[CH3:28])=[O:23])[CH2:18][CH2:17]4)[CH2:12]3)=[CH:10][C:5]=2[CH2:4][CH2:3]1, predict the reactants needed to synthesize it. (3) Given the product [F:47][C:48]([F:61])([F:60])[C:64]([NH:1][CH2:4][C:5]1([CH3:20])[CH2:10][O:9][CH:8]([C:11]2[N:15]([CH3:16])[N:14]=[CH:13][C:12]=2[N+:17]([O-:19])=[O:18])[O:7][CH2:6]1)=[O:65], predict the reactants needed to synthesize it. The reactants are: [N:1]([CH2:4][C:5]1([CH3:20])[CH2:10][O:9][CH:8]([C:11]2[N:15]([CH3:16])[N:14]=[CH:13][C:12]=2[N+:17]([O-:19])=[O:18])[O:7][CH2:6]1)=[N+]=[N-].C1(P(C2C=CC=CC=2)C2C=CC=CC=2)C=CC=CC=1.CCN(CC)CC.[F:47][C:48]([F:61])([F:60])S(OS([C:48]([F:61])([F:60])[F:47])(=O)=O)(=O)=O.C1C[O:65][CH2:64]C1. (4) Given the product [Cl:32][C:30]1[CH:29]=[CH:28][C:27]([O:33][CH3:34])=[C:26]([S:23]([N:20]2[C:21]3[C:16](=[CH:15][CH:14]=[C:13]([NH:12][C:11]([C:8]4[CH:9]=[CH:10][C:5]([CH2:4][C:3]([OH:36])=[O:2])=[CH:6][CH:7]=4)=[O:35])[CH:22]=3)[CH2:17][CH2:18][CH2:19]2)(=[O:25])=[O:24])[CH:31]=1, predict the reactants needed to synthesize it. The reactants are: C[O:2][C:3](=[O:36])[CH2:4][C:5]1[CH:10]=[CH:9][C:8]([C:11](=[O:35])[NH:12][C:13]2[CH:22]=[C:21]3[C:16]([CH2:17][CH2:18][CH2:19][N:20]3[S:23]([C:26]3[CH:31]=[C:30]([Cl:32])[CH:29]=[CH:28][C:27]=3[O:33][CH3:34])(=[O:25])=[O:24])=[CH:15][CH:14]=2)=[CH:7][CH:6]=1.[Li+].[OH-].O. (5) Given the product [Cl:13][C:14]1[CH:15]=[CH:16][C:17]([C@@:20]([NH:21][S@:22]([C:24]([CH3:27])([CH3:26])[CH3:25])=[O:23])([C:28]2[CH:33]=[C:32]([C:34]([F:37])([F:36])[F:35])[CH:31]=[C:30]([F:38])[CH:29]=2)[CH2:1][C:2]2[CH:7]=[CH:6][CH:5]=[CH:4][N:3]=2)=[N:18][CH:19]=1, predict the reactants needed to synthesize it. The reactants are: [CH3:1][C:2]1[CH:7]=[CH:6][CH:5]=[CH:4][N:3]=1.[Li]CCCC.[Cl:13][C:14]1[CH:15]=[CH:16][C:17](/[C:20](/[C:28]2[CH:33]=[C:32]([C:34]([F:37])([F:36])[F:35])[CH:31]=[C:30]([F:38])[CH:29]=2)=[N:21]\[S@@:22]([C:24]([CH3:27])([CH3:26])[CH3:25])=[O:23])=[N:18][CH:19]=1. (6) The reactants are: [OH:1][C:2]1[C:11]2[C:6](=[CH:7][CH:8]=[CH:9][CH:10]=2)[N:5]=[C:4]([C:12]([OH:14])=O)[CH:3]=1.FC(F)(F)C(O)=O.[CH2:22]([O:26][C:27]([N:29]1[CH2:34][CH2:33][N:32]([C:35](=[O:48])[C@@H:36]([NH2:47])[CH2:37][CH2:38][O:39][CH2:40][C:41]2[CH:46]=[CH:45][CH:44]=[CH:43][CH:42]=2)[CH2:31][CH2:30]1)=[O:28])[CH2:23][CH2:24][CH3:25].C1C=CC2N(O)N=NC=2C=1.C(Cl)CCl. Given the product [CH2:22]([O:26][C:27]([N:29]1[CH2:30][CH2:31][N:32]([C:35](=[O:48])[C@@H:36]([NH:47][C:12]([C:4]2[CH:3]=[C:2]([OH:1])[C:11]3[C:6](=[CH:7][CH:8]=[CH:9][CH:10]=3)[N:5]=2)=[O:14])[CH2:37][CH2:38][O:39][CH2:40][C:41]2[CH:42]=[CH:43][CH:44]=[CH:45][CH:46]=2)[CH2:33][CH2:34]1)=[O:28])[CH2:23][CH2:24][CH3:25], predict the reactants needed to synthesize it. (7) Given the product [C:20]([O:24][C:25]([N:8]1[C:9]2[C:5](=[CH:4][CH:3]=[C:2]([Br:1])[CH:10]=2)/[C:6](=[CH:12]/[C:13]2[CH:18]=[CH:17][CH:16]=[C:15]([Cl:19])[CH:14]=2)/[C:7]1=[O:11])=[O:26])([CH3:23])([CH3:22])[CH3:21], predict the reactants needed to synthesize it. The reactants are: [Br:1][C:2]1[CH:10]=[C:9]2[C:5](/[C:6](=[CH:12]/[C:13]3[CH:18]=[CH:17][CH:16]=[C:15]([Cl:19])[CH:14]=3)/[C:7](=[O:11])[NH:8]2)=[CH:4][CH:3]=1.[C:20]([O:24][C:25](O[C:25]([O:24][C:20]([CH3:23])([CH3:22])[CH3:21])=[O:26])=[O:26])([CH3:23])([CH3:22])[CH3:21]. (8) The reactants are: C=O.[C:3]([BH3-])#N.[Na+].[C:7]([O:11][C:12](=[O:21])[CH2:13][CH2:14][CH2:15][NH:16][CH2:17][C@@H:18]([OH:20])[CH3:19])([CH3:10])([CH3:9])[CH3:8].O. Given the product [C:7]([O:11][C:12](=[O:21])[CH2:13][CH2:14][CH2:15][N:16]([CH2:17][C@@H:18]([OH:20])[CH3:19])[CH3:3])([CH3:8])([CH3:10])[CH3:9], predict the reactants needed to synthesize it.